Predict the product of the given reaction. From a dataset of Forward reaction prediction with 1.9M reactions from USPTO patents (1976-2016). (1) Given the reactants Cl[C:2]1[CH:3]=[CH:4][C:5]2[N:6]([C:8]([CH2:11][O:12][C:13]3[C:22]4[C:17](=[CH:18][C:19]([O:23][CH3:24])=[CH:20][CH:21]=4)[N:16]=[CH:15][CH:14]=3)=[N:9][N:10]=2)[N:7]=1.CC1(C)C(C)(C)OB([C:33]2[CH:34]=[N:35][N:36]([CH:38]3[CH2:43][CH2:42][N:41](C(OC(C)(C)C)=O)[CH2:40][CH2:39]3)[CH:37]=2)O1.C([O-])(O)=O.[Na+].C(O)(C(F)(F)F)=O, predict the reaction product. The product is: [CH3:24][O:23][C:19]1[CH:18]=[C:17]2[C:22]([C:13]([O:12][CH2:11][C:8]3[N:6]4[N:7]=[C:2]([C:33]5[CH:34]=[N:35][N:36]([CH:38]6[CH2:43][CH2:42][NH:41][CH2:40][CH2:39]6)[CH:37]=5)[CH:3]=[CH:4][C:5]4=[N:10][N:9]=3)=[CH:14][CH:15]=[N:16]2)=[CH:21][CH:20]=1. (2) Given the reactants [Li]CCCC.Br[C:7]1[S:8][CH:9]=[CH:10][N:11]=1.[CH2:12]([O:19][C:20](=[O:35])[NH:21][CH2:22][C:23]1[O:24][C:25]([CH3:34])=[C:26]([C:28](=[O:33])N(OC)C)[N:27]=1)[C:13]1[CH:18]=[CH:17][CH:16]=[CH:15][CH:14]=1, predict the reaction product. The product is: [CH2:12]([O:19][C:20](=[O:35])[NH:21][CH2:22][C:23]1[O:24][C:25]([CH3:34])=[C:26]([C:28]([C:7]2[S:8][CH:9]=[CH:10][N:11]=2)=[O:33])[N:27]=1)[C:13]1[CH:14]=[CH:15][CH:16]=[CH:17][CH:18]=1. (3) Given the reactants [NH2:1][CH2:2][S:3]([OH:6])(=[O:5])=[O:4].[Cl:7][C:8]1[C:9]([F:33])=[N:10][C:11](NCC(OC)=O)=[C:12]([Cl:26])[C:13]=1[O:14][C:15]1[CH:20]=[CH:19][C:18]([O:21]C)=[C:17]([CH:23]([CH3:25])[CH3:24])[CH:16]=1, predict the reaction product. The product is: [Cl:7][C:8]1[C:9]([F:33])=[N:10][C:11]([NH:1][CH2:2][S:3]([OH:6])(=[O:5])=[O:4])=[C:12]([Cl:26])[C:13]=1[O:14][C:15]1[CH:20]=[CH:19][C:18]([OH:21])=[C:17]([CH:23]([CH3:25])[CH3:24])[CH:16]=1. (4) Given the reactants [C:1]([CH2:3][C:4]([NH:6][C:7]1[CH:12]=[CH:11][CH:10]=[CH:9][CH:8]=1)=[O:5])#[N:2].C([Sn]([N:26]=[N+:27]=[N-:28])(CCCC)CCCC)CCC.Cl, predict the reaction product. The product is: [NH:26]1[C:1]([CH2:3][C:4]([NH:6][C:7]2[CH:12]=[CH:11][CH:10]=[CH:9][CH:8]=2)=[O:5])=[N:2][N:28]=[N:27]1. (5) Given the reactants [C:1]1([CH2:7][C:8]([C:10]2[CH:15]=[CH:14][C:13]([C:16]3([NH:19][C:20](=[O:26])[O:21][C:22]([CH3:25])([CH3:24])[CH3:23])[CH2:18][CH2:17]3)=[CH:12][CH:11]=2)=O)[CH:6]=[CH:5][CH:4]=[CH:3][CH:2]=1.[Cl:27][C:28]1[C:33]([CH:34]=O)=[C:32]([NH:36]C(=O)OC(C)(C)C)[CH:31]=[CH:30][N:29]=1.C(=O)([O-])[O-].[K+].[K+], predict the reaction product. The product is: [Cl:27][C:28]1[N:29]=[CH:30][CH:31]=[C:32]2[C:33]=1[CH:34]=[C:7]([C:1]1[CH:2]=[CH:3][CH:4]=[CH:5][CH:6]=1)[C:8]([C:10]1[CH:11]=[CH:12][C:13]([C:16]3([NH:19][C:20](=[O:26])[O:21][C:22]([CH3:24])([CH3:23])[CH3:25])[CH2:17][CH2:18]3)=[CH:14][CH:15]=1)=[N:36]2. (6) Given the reactants [C:1]1([C@H:7]2[CH2:11][O:10][C:9](=[O:12])[NH:8]2)[CH:6]=[CH:5][CH:4]=[CH:3][CH:2]=1.C([Li])CCC.[C:18](Cl)(=[O:27])/[CH:19]=[CH:20]/[C:21]1[CH:26]=[CH:25][CH:24]=[CH:23][CH:22]=1, predict the reaction product. The product is: [C:1]1([C@H:7]2[CH2:11][O:10][C:9](=[O:12])[N:8]2[C:18](=[O:27])/[CH:19]=[CH:20]/[C:21]2[CH:26]=[CH:25][CH:24]=[CH:23][CH:22]=2)[CH:2]=[CH:3][CH:4]=[CH:5][CH:6]=1.